The task is: Predict the product of the given reaction.. This data is from Forward reaction prediction with 1.9M reactions from USPTO patents (1976-2016). (1) The product is: [CH2:9]([N:8]1[C@@H:5]([CH2:4][CH:3]([CH3:13])[CH3:2])[CH2:6][S:16][C:14]1=[S:15])[CH:10]([CH3:12])[CH3:11]. Given the reactants Cl.[CH3:2][CH:3]([CH3:13])[CH2:4][C@H:5]([NH:8][CH2:9][CH:10]([CH3:12])[CH3:11])[CH2:6]O.[C:14](=[S:16])=[S:15].C([O-])([O-])=O.[Cs+].[Cs+], predict the reaction product. (2) Given the reactants C[C@H](CCCC1C=CC=CC=1)C(O)=O.[CH3:15][C@@H:16]([CH2:22][CH2:23][CH2:24][C:25]1[CH:30]=[CH:29][CH:28]=[CH:27][CH:26]=1)[C:17]([O:19][CH2:20][CH3:21])=[O:18], predict the reaction product. The product is: [CH3:15][C@H:16]([CH2:22][CH2:23][CH2:24][C:25]1[CH:26]=[CH:27][CH:28]=[CH:29][CH:30]=1)[C:17]([O:19][CH2:20][CH3:21])=[O:18]. (3) The product is: [ClH:33].[ClH:33].[NH2:3][C:2]([NH2:1])=[N:4][C:5]([C:7]1[CH:19]=[CH:18][C:17]2[C:16]3[C:11](=[CH:12][CH:13]=[CH:14][CH:15]=3)[N:10]([CH:20]3[CH2:21][CH2:22][NH:23][CH2:24][CH2:25]3)[C:9]=2[CH:8]=1)=[O:6]. Given the reactants [NH2:1][C:2](=[N:4][C:5]([C:7]1[CH:19]=[CH:18][C:17]2[C:16]3[C:11](=[CH:12][CH:13]=[CH:14][CH:15]=3)[N:10]([CH:20]3[CH2:25][CH2:24][N:23](C(OC(C)(C)C)=O)[CH2:22][CH2:21]3)[C:9]=2[CH:8]=1)=[O:6])[NH2:3].[ClH:33].C(OCC)(=O)C, predict the reaction product. (4) Given the reactants [Cl:1][C:2]1[CH:8]=[CH:7][C:5]([NH2:6])=[C:4]([C:9]([C:11]2[CH:16]=[CH:15][CH:14]=[C:13]([O:17][CH3:18])[C:12]=2[O:19][CH3:20])=[CH2:10])[CH:3]=1.[CH3:21][O:22][C:23]1[CH:30]=[C:29]([O:31][CH3:32])[CH:28]=[CH:27][C:24]=1[CH:25]=O.C([BH3-])#N.[Na+], predict the reaction product. The product is: [Cl:1][C:2]1[CH:8]=[CH:7][C:5]([NH:6][CH2:25][C:24]2[CH:27]=[CH:28][C:29]([O:31][CH3:32])=[CH:30][C:23]=2[O:22][CH3:21])=[C:4]([C:9]([C:11]2[CH:16]=[CH:15][CH:14]=[C:13]([O:17][CH3:18])[C:12]=2[O:19][CH3:20])=[CH2:10])[CH:3]=1. (5) The product is: [CH3:12][N:13]1[CH2:18][CH:17]2[CH2:16][CH2:15][C:14]1([CH2:22][OH:23])[CH2:21][CH2:20]2. Given the reactants S(=O)(=O)(O)O.[H-].[Al+3].[Li+].[H-].[H-].[H-].[CH3:12][N:13]1[C:18](=O)[CH:17]2[CH2:20][CH2:21][C:14]1([C:22](OC)=[O:23])[CH2:15][CH2:16]2, predict the reaction product. (6) Given the reactants [CH3:1][C:2]1[CH:7]=[CH:6][C:5]([C:8]([CH3:10])=[O:9])=[CH:4][CH:3]=1.[BrH:11].BrBr.O, predict the reaction product. The product is: [Br:11][CH2:10][C:8]([C:5]1[CH:6]=[CH:7][C:2]([CH3:1])=[CH:3][CH:4]=1)=[O:9]. (7) Given the reactants [CH:1]1([N:5]([CH3:17])[CH:6]2[CH2:9][N:8](C(OC(C)(C)C)=O)[CH2:7]2)[CH2:4][CH2:3][CH2:2]1.[ClH:18].O1CCOCC1, predict the reaction product. The product is: [CH:1]1([N:5]([CH3:17])[CH:6]2[CH2:9][NH:8][CH2:7]2)[CH2:4][CH2:3][CH2:2]1.[ClH:18]. (8) The product is: [CH3:11][O:10][C:8](=[O:9])[CH2:7][CH2:6][C@H:2]([NH:1][C:24]([C:22]1[CH:21]=[N:20][N:19]([C:13]2[CH:14]=[CH:15][CH:16]=[CH:17][CH:18]=2)[CH:23]=1)=[O:25])[C:3]([OH:5])=[O:4]. Given the reactants [NH2:1][C@@H:2]([CH2:6][CH2:7][C:8]([O:10][CH3:11])=[O:9])[C:3]([OH:5])=[O:4].Cl.[C:13]1([N:19]2[CH:23]=[C:22]([C:24](Cl)=[O:25])[CH:21]=[N:20]2)[CH:18]=[CH:17][CH:16]=[CH:15][CH:14]=1, predict the reaction product.